This data is from Forward reaction prediction with 1.9M reactions from USPTO patents (1976-2016). The task is: Predict the product of the given reaction. Given the reactants [NH:1]1[C:9]2[C:4](=[CH:5][C:6]([NH:10][C:11]([C:13]3[C:14]([C:19]4[CH:24]=[CH:23][C:22]([C:25]([F:28])([F:27])[F:26])=[CH:21][CH:20]=4)=[CH:15][CH:16]=[CH:17][CH:18]=3)=[O:12])=[CH:7][CH:8]=2)[CH2:3][CH2:2]1.[CH:29]([C:31]1[S:32][CH:33]=[CH:34][N:35]=1)=[CH2:30].CS(O)(=O)=O, predict the reaction product. The product is: [S:32]1[CH:33]=[CH:34][N:35]=[C:31]1[CH2:29][CH2:30][N:1]1[C:9]2[C:4](=[CH:5][C:6]([NH:10][C:11]([C:13]3[C:14]([C:19]4[CH:20]=[CH:21][C:22]([C:25]([F:26])([F:27])[F:28])=[CH:23][CH:24]=4)=[CH:15][CH:16]=[CH:17][CH:18]=3)=[O:12])=[CH:7][CH:8]=2)[CH2:3][CH2:2]1.